Dataset: Catalyst prediction with 721,799 reactions and 888 catalyst types from USPTO. Task: Predict which catalyst facilitates the given reaction. (1) Reactant: C([O:3][C:4](=O)[CH:5]=[CH:6][C:7]1[CH:15]=[CH:14][C:10]([C:11]([OH:13])=[O:12])=[CH:9][C:8]=1[N+:16]([O-])=O)C. Product: [O:3]=[C:4]1[CH2:5][CH2:6][C:7]2[C:8](=[CH:9][C:10]([C:11]([OH:13])=[O:12])=[CH:14][CH:15]=2)[NH:16]1. The catalyst class is: 19. (2) Reactant: [CH3:1][N:2]1[CH:6]=[N:5][N:4]=[N:3]1.C([Mg]Cl)(C)C.[CH3:12][N:13]([CH3:26])[C:14]1[CH:15]=[C:16]([CH:23]=[CH:24][CH:25]=1)[C:17](N(OC)C)=[O:18].Cl. Product: [CH3:12][N:13]([CH3:26])[C:14]1[CH:15]=[C:16]([C:17]([C:6]2[N:2]([CH3:1])[N:3]=[N:4][N:5]=2)=[O:18])[CH:23]=[CH:24][CH:25]=1. The catalyst class is: 1. (3) Reactant: C([O:3][C:4](=[O:46])[CH:5]([C:23]1[N:24]([CH3:45])[C:25]2[C:30]([C:31]=1[S:32][C:33]([CH3:36])([CH3:35])[CH3:34])=[CH:29][C:28]([O:37][CH2:38][C:39]1[CH:44]=[CH:43][CH:42]=[CH:41][N:40]=1)=[CH:27][CH:26]=2)[CH2:6][C:7]1[CH:12]=[CH:11][C:10]([C:13]2[CH:18]=[CH:17][C:16]([C:19]([F:22])([F:21])[F:20])=[CH:15][N:14]=2)=[CH:9][CH:8]=1)C.O1CCOCC1.[Li+].[OH-].Cl. Product: [C:33]([S:32][C:31]1[C:30]2[C:25](=[CH:26][CH:27]=[C:28]([O:37][CH2:38][C:39]3[CH:44]=[CH:43][CH:42]=[CH:41][N:40]=3)[CH:29]=2)[N:24]([CH3:45])[C:23]=1[CH:5]([CH2:6][C:7]1[CH:8]=[CH:9][C:10]([C:13]2[CH:18]=[CH:17][C:16]([C:19]([F:20])([F:22])[F:21])=[CH:15][N:14]=2)=[CH:11][CH:12]=1)[C:4]([OH:46])=[O:3])([CH3:36])([CH3:34])[CH3:35]. The catalyst class is: 6. (4) The catalyst class is: 131. Product: [C:1]([N:4]1[CH2:10][CH2:9][CH2:8][CH2:7][C:6]2[N:11]=[C:12]([C:14]3[CH:15]=[CH:16][C:17]([O:20][CH2:28][CH2:29][CH2:30][Cl:31])=[CH:18][CH:19]=3)[S:13][C:5]1=2)(=[O:3])[CH3:2]. Reactant: [C:1]([N:4]1[CH2:10][CH2:9][CH2:8][CH2:7][C:6]2[N:11]=[C:12]([C:14]3[CH:19]=[CH:18][C:17]([OH:20])=[CH:16][CH:15]=3)[S:13][C:5]1=2)(=[O:3])[CH3:2].C(=O)([O-])[O-].[K+].[K+].Br[CH2:28][CH2:29][CH2:30][Cl:31]. (5) The catalyst class is: 4. Product: [Cl:13][CH2:14][C:15]([N:1]1[CH2:6][CH2:5][O:4][CH2:3][CH2:2]1)=[O:16]. Reactant: [NH:1]1[CH2:6][CH2:5][O:4][CH2:3][CH2:2]1.C([O-])([O-])=O.[K+].[K+].[Cl:13][CH2:14][C:15](Cl)=[O:16]. (6) Reactant: [CH3:1][C:2]1[S:3][CH:4]=[C:5]([CH2:7]P(=O)(OCC)OCC)[N:6]=1.[H-].[Na+].[CH3:18][O:19][CH2:20][O:21][C:22]1[C:26]([CH:27]=O)=[CH:25][N:24]([C:29]2[CH:34]=[CH:33][CH:32]=[CH:31][CH:30]=2)[N:23]=1.O. Product: [CH3:1][C:2]1[S:3][CH:4]=[C:5](/[CH:7]=[CH:27]/[C:26]2[C:22]([O:21][CH2:20][O:19][CH3:18])=[N:23][N:24]([C:29]3[CH:34]=[CH:33][CH:32]=[CH:31][CH:30]=3)[CH:25]=2)[N:6]=1. The catalyst class is: 7. (7) Reactant: CS(O[CH2:6][CH2:7][C:8]1[CH:13]=[CH:12][CH:11]=[CH:10][C:9]=1[CH2:14][NH:15][C:16]([O:18][CH2:19][C:20]1[CH:25]=[CH:24][CH:23]=[CH:22][CH:21]=1)=[O:17])(=O)=O.[N-:26]=[N+:27]=[N-:28].[Na+].C(=O)([O-])[O-].[Na+].[Na+]. The catalyst class is: 3. Product: [N:26]([CH2:6][CH2:7][C:8]1[CH:13]=[CH:12][CH:11]=[CH:10][C:9]=1[CH2:14][NH:15][C:16](=[O:17])[O:18][CH2:19][C:20]1[CH:25]=[CH:24][CH:23]=[CH:22][CH:21]=1)=[N+:27]=[N-:28]. (8) The catalyst class is: 6. Reactant: Br[C:2]1[C:3]([C:9]([O:11][CH3:12])=[O:10])=[N:4][CH:5]=[C:6]([Cl:8])[CH:7]=1.[CH:13]1([B-](F)(F)F)[CH2:15][CH2:14]1.[K+].C(=O)([O-])[O-].[Cs+].[Cs+].C1(C)C=CC=CC=1. Product: [Cl:8][C:6]1[CH:7]=[C:2]([CH:13]2[CH2:15][CH2:14]2)[C:3]([C:9]([O:11][CH3:12])=[O:10])=[N:4][CH:5]=1.